Dataset: Forward reaction prediction with 1.9M reactions from USPTO patents (1976-2016). Task: Predict the product of the given reaction. (1) The product is: [CH3:12][C:5]1[C:6]2[C:11](=[CH:10][CH:9]=[CH:8][CH:7]=2)[C:2]([B:23]([OH:27])[OH:24])=[CH:3][CH:4]=1. Given the reactants Br[C:2]1[C:11]2[C:6](=[CH:7][CH:8]=[CH:9][CH:10]=2)[C:5]([CH3:12])=[CH:4][CH:3]=1.O1CCCC1.C([Li])CCC.[B:23](OCC)([O:27]CC)[O:24]CC, predict the reaction product. (2) Given the reactants [CH:1]1([C:7]2[CH:17]=[C:16]([C:18]([F:21])([F:20])[F:19])[CH:15]=[CH:14][C:8]=2[O:9][CH2:10][C:11]([OH:13])=[O:12])[CH2:6][CH2:5][CH2:4][CH:3]=[CH:2]1, predict the reaction product. The product is: [CH:1]1([C:7]2[CH:17]=[C:16]([C:18]([F:19])([F:20])[F:21])[CH:15]=[CH:14][C:8]=2[O:9][CH2:10][C:11]([OH:13])=[O:12])[CH2:6][CH2:5][CH2:4][CH2:3][CH2:2]1. (3) Given the reactants [F:1][C:2]1([F:13])[C:11](=[O:12])[N:5]2C(C)(C)[O:7][CH2:8][C@H:4]2[CH2:3]1, predict the reaction product. The product is: [F:1][C:2]1([F:13])[CH2:3][C@H:4]([CH2:8][OH:7])[NH:5][C:11]1=[O:12]. (4) Given the reactants O=[C:2]([N:12]([CH3:21])[C:13]1[CH:18]=[CH:17][C:16]([O:19][CH3:20])=[CH:15][CH:14]=1)[C@@H:3]1[O:9][C@H:8]([CH2:10][OH:11])[C@@H:6]([OH:7])[C@H:4]1[OH:5].[H-].[Al+3].[Li+].[H-].[H-].[H-], predict the reaction product. The product is: [OH:11][CH2:10][C@@H:8]1[C@@H:6]([OH:7])[C@@H:4]([OH:5])[CH:3]([CH2:2][N:12]([C:13]2[CH:18]=[CH:17][C:16]([O:19][CH3:20])=[CH:15][CH:14]=2)[CH3:21])[O:9]1. (5) Given the reactants Cl.[N:2]1([C:8]2[N:19]=[CH:18][CH:17]=[CH:16][C:9]=2[C:10]([O:12][CH:13]([CH3:15])[CH3:14])=[O:11])[CH2:7][CH2:6][NH:5][CH2:4][CH2:3]1.CCN(CC)CC.[CH2:27]([C:29]1[CH:36]=[CH:35][C:32]([CH:33]=O)=[CH:31][CH:30]=1)[CH3:28].[BH-](OC(C)=O)(OC(C)=O)OC(C)=O.[Na+], predict the reaction product. The product is: [CH2:27]([C:29]1[CH:36]=[CH:35][C:32]([CH2:33][N:5]2[CH2:6][CH2:7][N:2]([C:8]3[C:9]([C:10]([O:12][CH:13]([CH3:15])[CH3:14])=[O:11])=[CH:16][CH:17]=[CH:18][N:19]=3)[CH2:3][CH2:4]2)=[CH:31][CH:30]=1)[CH3:28]. (6) Given the reactants [CH2:1]([OH:5])[CH:2]([OH:4])[CH3:3].[C:6]1([CH3:16])[CH:11]=[CH:10][C:9]([S:12](Cl)(=[O:14])=[O:13])=[CH:8][CH:7]=1.C(N(CC)CC)C, predict the reaction product. The product is: [C:6]1([CH3:16])[CH:11]=[CH:10][C:9]([S:12]([O:5][CH2:1][CH:2]([OH:4])[CH3:3])(=[O:14])=[O:13])=[CH:8][CH:7]=1. (7) The product is: [N:1]1([CH2:6][C:7]2[CH:23]=[CH:22][C:10]([CH2:11][N:12]3[CH:20]=[C:19]4[C:14]([N:15]=[CH:16][N:17]=[C:18]4[NH:33][CH2:32][C:27]4[CH:26]=[C:25]([Cl:24])[CH:30]=[C:29]([Cl:31])[CH:28]=4)=[N:13]3)=[CH:9][CH:8]=2)[CH:5]=[CH:4][CH:3]=[N:2]1. Given the reactants [N:1]1([CH2:6][C:7]2[CH:23]=[CH:22][C:10]([CH2:11][N:12]3[CH:20]=[C:19]4[C:14]([N:15]=[CH:16][N:17]=[C:18]4Cl)=[N:13]3)=[CH:9][CH:8]=2)[CH:5]=[CH:4][CH:3]=[N:2]1.[Cl:24][C:25]1[CH:26]=[C:27]([CH2:32][NH2:33])[CH:28]=[C:29]([Cl:31])[CH:30]=1, predict the reaction product.